Dataset: Reaction yield outcomes from USPTO patents with 853,638 reactions. Task: Predict the reaction yield, written as a fraction of the theoretical maximum amount of product (1.0 means a 100% yield; for example, 0.34 means a 34% yield). (1) The reactants are [OH:1][C:2]1[CH:3]=[C:4]2[C:9](=[CH:10][CH:11]=1)[S:8][C:7]([CH3:13])([CH3:12])[CH2:6][C:5]2=[O:14].[F:15][C:16]([F:29])([F:28])[S:17](O[S:17]([C:16]([F:29])([F:28])[F:15])(=[O:19])=[O:18])(=[O:19])=[O:18]. The catalyst is N1C=CC=CC=1. The product is [F:15][C:16]([F:29])([F:28])[S:17]([O:1][C:2]1[CH:3]=[C:4]2[C:9](=[CH:10][CH:11]=1)[S:8][C:7]([CH3:12])([CH3:13])[CH2:6][C:5]2=[O:14])(=[O:19])=[O:18]. The yield is 0.470. (2) The reactants are [CH3:1][C:2]1[NH:3][C:4]2[C:9]([CH:10]=1)=[C:8]([C:11]([F:14])([F:13])[F:12])[C:7]([C:15]#[N:16])=[CH:6][CH:5]=2.C(=O)([O-])[O-].[Cs+].[Cs+].Br[CH:24]([CH3:29])[C:25]([O:27][CH3:28])=[O:26]. The catalyst is CN(C=O)C. The product is [C:15]([C:7]1[C:8]([C:11]([F:12])([F:14])[F:13])=[C:9]2[C:4](=[CH:5][CH:6]=1)[N:3]([CH:24]([CH3:29])[C:25]([O:27][CH3:28])=[O:26])[C:2]([CH3:1])=[CH:10]2)#[N:16]. The yield is 0.940. (3) The reactants are [F:1][C:2]1[CH:18]=[C:17]([C:19]([F:25])([F:24])[C:20]([F:23])([F:22])[F:21])[CH:16]=[CH:15][C:3]=1[C:4]([NH:6][C:7]1[CH:12]=[CH:11][N:10]=[C:9]([O:13]C)[CH:8]=1)=[O:5]. The catalyst is Br.C(O)(=O)C.O. The product is [F:1][C:2]1[CH:18]=[C:17]([C:19]([F:25])([F:24])[C:20]([F:21])([F:23])[F:22])[CH:16]=[CH:15][C:3]=1[C:4]([NH:6][C:7]1[CH:12]=[CH:11][NH:10][C:9](=[O:13])[CH:8]=1)=[O:5]. The yield is 0.720. (4) The product is [C:1]([C:5]1[CH:10]=[C:9]([NH2:11])[CH:8]=[C:7]([C:14]([CH3:17])([CH3:16])[CH3:15])[C:6]=1[OH:18])([CH3:4])([CH3:3])[CH3:2]. The yield is 0.480. The catalyst is CO.[Pd]. The reactants are [C:1]([C:5]1[CH:10]=[C:9]([N+:11]([O-])=O)[CH:8]=[C:7]([C:14]([CH3:17])([CH3:16])[CH3:15])[C:6]=1[OH:18])([CH3:4])([CH3:3])[CH3:2].